Predict the product of the given reaction. From a dataset of Forward reaction prediction with 1.9M reactions from USPTO patents (1976-2016). (1) Given the reactants [N:1]1[CH:6]=[CH:5][CH:4]=[CH:3][CH:2]=1.[C:7](Cl)(=[O:10])[CH:8]=[CH2:9].[Cl-].[Al+3].[Cl-].[Cl-], predict the reaction product. The product is: [C:7]([C:4]1[CH:5]=[CH:6][N:1]=[CH:2][CH:3]=1)(=[O:10])[CH:8]=[CH2:9]. (2) Given the reactants [Cl:1][C:2]1[CH:3]=[C:4]2C(=[CH:10][CH:11]=1)NC(=O)[C:6]([OH:13])=[C:5]2[C:14]([O:16][CH2:17][CH3:18])=[O:15].O[C:20]1C(=O)N(C)C2C(C=1C(OCC)=O)=CC=CC=2.C([O-])([O-])=O.[Cs+].[Cs+].IC.[CH3:45][N:46]([CH:48]=[O:49])[CH3:47], predict the reaction product. The product is: [Cl:1][C:2]1[CH:3]=[C:4]2[C:45](=[CH:10][CH:11]=1)[N:46]([CH3:47])[C:48](=[O:49])[C:6]([O:13][CH3:20])=[C:5]2[C:14]([O:16][CH2:17][CH3:18])=[O:15]. (3) Given the reactants [C:1]([CH2:4][CH2:5][CH2:6][N:7]([CH3:64])[C@H:8]([C:12]([NH:14][C@H:15]([C:19]([N:21]([C@@H:23]([C@@H:60]([CH3:63])[CH2:61][CH3:62])[C@H:24]([O:58][CH3:59])[CH2:25][C:26]([N:28]1[CH2:32][CH2:31][CH2:30][C@H:29]1[C@H:33]([O:56][CH3:57])[C@@H:34]([CH3:55])[C:35]([NH:37][C@@:38]1([C:47]([N:49]2[CH2:54][CH2:53][CH2:52][CH2:51][O:50]2)=[O:48])[CH2:40][C@@H:39]1[C:41]1[CH:46]=[CH:45][CH:44]=[CH:43][CH:42]=1)=[O:36])=[O:27])[CH3:22])=[O:20])[CH:16]([CH3:18])[CH3:17])=[O:13])[CH:9]([CH3:11])[CH3:10])([OH:3])=O.FC(F)(F)C(O)=O.[NH2:72][CH2:73][CH2:74][N:75]([CH3:88])[C:76](=[O:87])[CH2:77][CH2:78][CH2:79][N:80]1[C:84](=[O:85])[CH:83]=[CH:82][C:81]1=[O:86].F[P-](F)(F)(F)(F)F.N1(OC(N(C)C)=[N+](C)C)C2N=CC=CC=2N=N1.C(N(CC)C(C)C)(C)C, predict the reaction product. The product is: [O:86]=[C:81]1[CH:82]=[CH:83][C:84](=[O:85])[N:80]1[CH2:79][CH2:78][CH2:77][C:76]([N:75]([CH3:88])[CH2:74][CH2:73][NH:72][C:1](=[O:3])[CH2:4][CH2:5][CH2:6][N:7]([CH3:64])[C@H:8]([C:12]([NH:14][C@H:15]([C:19]([N:21]([C@@H:23]([C@@H:60]([CH3:63])[CH2:61][CH3:62])[C@H:24]([O:58][CH3:59])[CH2:25][C:26]([N:28]1[CH2:32][CH2:31][CH2:30][C@H:29]1[C@H:33]([O:56][CH3:57])[C@@H:34]([CH3:55])[C:35]([NH:37][C@@:38]1([C:47]([N:49]2[CH2:54][CH2:53][CH2:52][CH2:51][O:50]2)=[O:48])[CH2:40][C@@H:39]1[C:41]1[CH:46]=[CH:45][CH:44]=[CH:43][CH:42]=1)=[O:36])=[O:27])[CH3:22])=[O:20])[CH:16]([CH3:17])[CH3:18])=[O:13])[CH:9]([CH3:10])[CH3:11])=[O:87]. (4) Given the reactants C[O:2][C:3](=[O:24])[C:4]1[CH:9]=[C:8]([C:10]2[S:11][CH:12]=[C:13]([C:15]3[CH:20]=[CH:19][C:18]([Cl:21])=[C:17]([Cl:22])[CH:16]=3)[N:14]=2)[CH:7]=[CH:6][C:5]=1Br.[C:25]([C:28]1[CH:29]=[C:30](B(O)O)[CH:31]=[CH:32][CH:33]=1)(=[O:27])[CH3:26], predict the reaction product. The product is: [C:25]([C:28]1[CH:33]=[C:32]([C:5]2[C:4]([C:3]([OH:2])=[O:24])=[CH:9][C:8]([C:10]3[S:11][CH:12]=[C:13]([C:15]4[CH:20]=[CH:19][C:18]([Cl:21])=[C:17]([Cl:22])[CH:16]=4)[N:14]=3)=[CH:7][CH:6]=2)[CH:31]=[CH:30][CH:29]=1)(=[O:27])[CH3:26]. (5) Given the reactants [F-].[K+].[C:3]([O:7][C:8]([N:10]1[CH2:17][CH:16]2[CH:12]([CH2:13][C:14]3[C:20]([Br:21])=[C:19](I)[S:18][C:15]=32)[CH2:11]1)=[O:9])([CH3:6])([CH3:5])[CH3:4].[F:23][C:24]([Si](C)(C)C)([F:26])[F:25], predict the reaction product. The product is: [C:3]([O:7][C:8]([N:10]1[CH2:17][CH:16]2[CH:12]([CH2:13][C:14]3[C:20]([Br:21])=[C:19]([C:24]([F:26])([F:25])[F:23])[S:18][C:15]=32)[CH2:11]1)=[O:9])([CH3:6])([CH3:5])[CH3:4]. (6) Given the reactants FC1C=CC([C:8]2[C:17]3[C:12](=[CH:13][C:14](CN4CC(C(F)(F)F)NC[C@@H]4C)=[CH:15][CH:16]=3)[N:11]=[C:10]([C:30]#[N:31])[CH:9]=2)=CC=1.Cl.C(=O)([O-])[O-:34].[K+].[K+], predict the reaction product. The product is: [N:11]1[C:12]2[C:17](=[CH:16][CH:15]=[CH:14][CH:13]=2)[CH:8]=[CH:9][C:10]=1[C:30]([NH2:31])=[O:34]. (7) Given the reactants Cl.[CH2:2]([C:4]1[N:9]=[N:8][C:7]([NH:10][NH2:11])=[CH:6][CH:5]=1)[CH3:3].[N:12]#[C:13]Br, predict the reaction product. The product is: [CH2:2]([C:4]1[CH:5]=[CH:6][C:7]2[N:8]([C:13]([NH2:12])=[N:11][N:10]=2)[N:9]=1)[CH3:3].